Task: Predict the reaction yield, written as a fraction of the theoretical maximum amount of product (1.0 means a 100% yield; for example, 0.34 means a 34% yield).. Dataset: Reaction yield outcomes from USPTO patents with 853,638 reactions The yield is 0.470. The reactants are [CH2:1]([N:3]1[CH2:8][CH2:7][N:6]([C:9]([C:11]2[CH:16]=[CH:15][C:14]([C:17]([F:20])([F:19])[F:18])=[CH:13][C:12]=2[N+:21]([O-])=O)=[O:10])[CH2:5][CH2:4]1)[CH3:2].O.O.Cl[Sn]Cl. The catalyst is C(Cl)Cl.CCOC(C)=O. The product is [NH2:21][C:12]1[CH:13]=[C:14]([C:17]([F:18])([F:19])[F:20])[CH:15]=[CH:16][C:11]=1[C:9]([N:6]1[CH2:7][CH2:8][N:3]([CH2:1][CH3:2])[CH2:4][CH2:5]1)=[O:10].